This data is from NCI-60 drug combinations with 297,098 pairs across 59 cell lines. The task is: Regression. Given two drug SMILES strings and cell line genomic features, predict the synergy score measuring deviation from expected non-interaction effect. (1) Drug 2: CC12CCC3C(C1CCC2OP(=O)(O)O)CCC4=C3C=CC(=C4)OC(=O)N(CCCl)CCCl.[Na+]. Synergy scores: CSS=12.1, Synergy_ZIP=0.115, Synergy_Bliss=1.85, Synergy_Loewe=3.31, Synergy_HSA=0.0290. Cell line: MDA-MB-435. Drug 1: CC(C)NC(=O)C1=CC=C(C=C1)CNNC.Cl. (2) Drug 1: C1CC(=O)NC(=O)C1N2CC3=C(C2=O)C=CC=C3N. Drug 2: CC12CCC3C(C1CCC2O)C(CC4=C3C=CC(=C4)O)CCCCCCCCCS(=O)CCCC(C(F)(F)F)(F)F. Cell line: UACC-257. Synergy scores: CSS=2.26, Synergy_ZIP=1.45, Synergy_Bliss=3.05, Synergy_Loewe=3.46, Synergy_HSA=2.89. (3) Drug 1: CS(=O)(=O)C1=CC(=C(C=C1)C(=O)NC2=CC(=C(C=C2)Cl)C3=CC=CC=N3)Cl. Drug 2: C(CC(=O)O)C(=O)CN.Cl. Cell line: SK-OV-3. Synergy scores: CSS=4.25, Synergy_ZIP=-4.48, Synergy_Bliss=-2.33, Synergy_Loewe=-7.63, Synergy_HSA=-4.13. (4) Drug 1: CC1=C(C=C(C=C1)NC2=NC=CC(=N2)N(C)C3=CC4=NN(C(=C4C=C3)C)C)S(=O)(=O)N.Cl. Drug 2: COCCOC1=C(C=C2C(=C1)C(=NC=N2)NC3=CC=CC(=C3)C#C)OCCOC.Cl. Cell line: NCI-H460. Synergy scores: CSS=5.22, Synergy_ZIP=4.18, Synergy_Bliss=10.3, Synergy_Loewe=7.16, Synergy_HSA=7.16. (5) Drug 1: CS(=O)(=O)OCCCCOS(=O)(=O)C. Drug 2: CC(C)(C#N)C1=CC(=CC(=C1)CN2C=NC=N2)C(C)(C)C#N. Cell line: SK-MEL-2. Synergy scores: CSS=-1.11, Synergy_ZIP=10.6, Synergy_Bliss=8.09, Synergy_Loewe=3.05, Synergy_HSA=0.891. (6) Drug 1: C1CC(=O)NC(=O)C1N2CC3=C(C2=O)C=CC=C3N. Drug 2: C1=NC2=C(N=C(N=C2N1C3C(C(C(O3)CO)O)O)F)N. Cell line: MDA-MB-231. Synergy scores: CSS=3.47, Synergy_ZIP=-3.66, Synergy_Bliss=-5.19, Synergy_Loewe=-5.23, Synergy_HSA=-5.18.